Dataset: Forward reaction prediction with 1.9M reactions from USPTO patents (1976-2016). Task: Predict the product of the given reaction. (1) Given the reactants [Cl:1][C:2]1[CH:3]=[C:4]2[C:10]([C:11]3[N:16]=[C:15]([NH:17][CH:18]4[CH2:21][N:20](S(CC5CCCC5)(=O)=O)[CH2:19]4)[C:14]([F:31])=[CH:13][N:12]=3)=[CH:9][NH:8][C:5]2=[N:6][CH:7]=1.Cl.N1CC(NC2C(F)=CN=C(C3C4C(=NC=C(Cl)C=4)N(S(C4C=CC(C)=CC=4)(=O)=O)C=3)N=2)C1.[N:65]([Si](C)(C)C)=[C:66]=[O:67], predict the reaction product. The product is: [Cl:1][C:2]1[CH:3]=[C:4]2[C:10]([C:11]3[N:16]=[C:15]([NH:17][CH:18]4[CH2:19][N:20]([C:66]([NH2:65])=[O:67])[CH2:21]4)[C:14]([F:31])=[CH:13][N:12]=3)=[CH:9][NH:8][C:5]2=[N:6][CH:7]=1. (2) Given the reactants [H-].[Na+].[C:3](#[N:5])[CH3:4].C[O:7][C:8]([C:10]1[CH:15]=[N:14][CH:13]=[CH:12][N:11]=1)=O, predict the reaction product. The product is: [O:7]=[C:8]([C:10]1[CH:15]=[N:14][CH:13]=[CH:12][N:11]=1)[CH2:4][C:3]#[N:5]. (3) Given the reactants [CH3:1][O:2][C:3]1[CH:8]=[CH:7][C:6]([S:9]([CH2:12][C:13](=[CH2:19])[C:14]([O:16][CH2:17][CH3:18])=[O:15])(=[O:11])=[O:10])=[CH:5][CH:4]=1.S(C1C=C(C(C)(C)C)C(O)=CC=1C)C1C=C(C(C)(C)C)C([OH:31])=CC=1C.ClC1C=C(C=CC=1)C(OO)=O, predict the reaction product. The product is: [CH3:1][O:2][C:3]1[CH:8]=[CH:7][C:6]([S:9]([CH2:12][C:13]2([C:14]([O:16][CH2:17][CH3:18])=[O:15])[CH2:19][O:31]2)(=[O:11])=[O:10])=[CH:5][CH:4]=1. (4) Given the reactants [Br:1][C:2]1[CH:7]=[CH:6][CH:5]=[CH:4][C:3]=1I.C([Mg]Cl)(C)C.[CH3:14][C:15]1[CH:16]=[C:17]([P:24]([C:26]2[CH:31]=[C:30]([CH3:32])[C:29]([O:33][CH3:34])=[C:28]([CH3:35])[CH:27]=2)Cl)[CH:18]=[C:19]([CH3:23])[C:20]=1[O:21][CH3:22], predict the reaction product. The product is: [Br:1][C:2]1[CH:7]=[CH:6][CH:5]=[CH:4][C:3]=1[P:24]([C:26]1[CH:31]=[C:30]([CH3:32])[C:29]([O:33][CH3:34])=[C:28]([CH3:35])[CH:27]=1)[C:17]1[CH:16]=[C:15]([CH3:14])[C:20]([O:21][CH3:22])=[C:19]([CH3:23])[CH:18]=1. (5) Given the reactants Cl[C:2]1[C:3]2[C:10]([C:11]3[CH:16]=[CH:15][C:14]([O:17][CH2:18][CH2:19][N:20]4[CH2:25][CH2:24][N:23]([CH3:26])[CH2:22][CH2:21]4)=[C:13]([Cl:27])[C:12]=3[CH3:28])=[C:9]([C:29]3[CH:34]=[CH:33][C:32]([F:35])=[C:31]([CH2:36][O:37][CH3:38])[CH:30]=3)[S:8][C:4]=2[N:5]=[CH:6][N:7]=1.[OH:39][C@H:40]([CH2:46][C:47]1[CH:52]=[CH:51][CH:50]=[CH:49][C:48]=1[O:53][CH:54]1[CH2:59][CH2:58][CH2:57][CH2:56][O:55]1)[C:41]([O:43][CH2:44][CH3:45])=[O:42].C([O-])([O-])=O.[Cs+].[Cs+].Cl, predict the reaction product. The product is: [Cl:27][C:13]1[C:12]([CH3:28])=[C:11]([C:10]2[C:3]3[C:2]([O:39][C@H:40]([CH2:46][C:47]4[CH:52]=[CH:51][CH:50]=[CH:49][C:48]=4[O:53][CH:54]4[CH2:59][CH2:58][CH2:57][CH2:56][O:55]4)[C:41]([O:43][CH2:44][CH3:45])=[O:42])=[N:7][CH:6]=[N:5][C:4]=3[S:8][C:9]=2[C:29]2[CH:34]=[CH:33][C:32]([F:35])=[C:31]([CH2:36][O:37][CH3:38])[CH:30]=2)[CH:16]=[CH:15][C:14]=1[O:17][CH2:18][CH2:19][N:20]1[CH2:25][CH2:24][N:23]([CH3:26])[CH2:22][CH2:21]1. (6) The product is: [CH3:13][S:14][CH:15]1[C:23]2[C:18](=[CH:19][CH:20]=[C:21]([C:24]3[O:28][CH:27]=[N:26][CH:25]=3)[CH:22]=2)[NH:17][C:16]1=[O:29].[O:30]1[C:34]([C:35]2[CH:36]=[C:37]3[C:41](=[CH:42][CH:43]=2)[NH:40][C:39](=[O:44])[CH2:38]3)=[CH:33][N:32]=[CH:31]1.[CH2:45]([O:47][CH:48]=[C:49]1[C:57]2[C:52](=[CH:53][CH:54]=[C:55]([C:58]3[O:62][CH:61]=[N:60][CH:59]=3)[CH:56]=2)[NH:51][C:50]1=[O:63])[CH3:46].[CH3:64][N:65]([CH3:76])[S:66]([C:69]1[CH:74]=[CH:73][C:72]([NH:75][CH:20]=[C:21]2[C:11]3[C:9](=[CH:8][CH:7]=[C:6]([C:5]4[O:1][CH:2]=[N:3][CH:4]=4)[CH:12]=3)[NH:10][C:24]2=[O:28])=[CH:71][CH:70]=1)(=[O:67])=[O:68]. Given the reactants [O:1]1[C:5]([C:6]2[CH:12]=[CH:11][C:9]([NH2:10])=[CH:8][CH:7]=2)=[CH:4][N:3]=[CH:2]1.[CH3:13][S:14][CH:15]1[C:23]2[C:18](=[CH:19][CH:20]=[C:21]([C:24]3[O:28][CH:27]=[N:26][CH:25]=3)[CH:22]=2)[NH:17][C:16]1=[O:29].[O:30]1[C:34]([C:35]2[CH:36]=[C:37]3[C:41](=[CH:42][CH:43]=2)[NH:40][C:39](=[O:44])[CH2:38]3)=[CH:33][N:32]=[CH:31]1.[CH2:45]([O:47][CH:48]=[C:49]1[C:57]2[C:52](=[CH:53][CH:54]=[C:55]([C:58]3[O:62][CH:61]=[N:60][CH:59]=3)[CH:56]=2)[NH:51][C:50]1=[O:63])[CH3:46].[CH3:64][N:65]([CH3:76])[S:66]([C:69]1[CH:74]=[CH:73][C:72]([NH2:75])=[CH:71][CH:70]=1)(=[O:68])=[O:67], predict the reaction product.